Dataset: Catalyst prediction with 721,799 reactions and 888 catalyst types from USPTO. Task: Predict which catalyst facilitates the given reaction. (1) Reactant: Cl[C:2]1[CH:7]=[CH:6][N:5]2[N:8]=[CH:9][C:10]([CH:11]=[O:12])=[C:4]2[N:3]=1.[F:13][C:14]1[CH:19]=[CH:18][C:17]([F:20])=[CH:16][C:15]=1[C@H:21]1[CH2:25][CH2:24][CH2:23][NH:22]1.[F-].[K+].O. Product: [F:13][C:14]1[CH:19]=[CH:18][C:17]([F:20])=[CH:16][C:15]=1[CH:21]1[CH2:25][CH2:24][CH2:23][N:22]1[C:2]1[CH:7]=[CH:6][N:5]2[N:8]=[CH:9][C:10]([CH:11]=[O:12])=[C:4]2[N:3]=1. The catalyst class is: 16. (2) Reactant: C[O:2][C:3](=[O:21])[C:4]1[C:5](=[C:10]([NH:14][CH2:15][C:16]2[O:17][CH:18]=[CH:19][CH:20]=2)[CH:11]=[CH:12][CH:13]=1)[C:6]([O:8]C)=[O:7].[OH-].[K+]. Product: [O:17]1[CH:18]=[CH:19][CH:20]=[C:16]1[CH2:15][NH:14][C:10]1[CH:11]=[CH:12][CH:13]=[C:4]([C:3]([OH:21])=[O:2])[C:5]=1[C:6]([OH:8])=[O:7]. The catalyst class is: 5. (3) Reactant: C([O:8][C:9]1[CH:14]=[CH:13][N:12]([CH2:15][C:16](=O)[C:17]2[CH:33]=[CH:32][C:20]3[CH2:21][CH2:22][N:23]([C:26](=[O:31])[C:27]([F:30])([F:29])[F:28])[CH2:24][CH2:25][C:19]=3[CH:18]=2)[C:11](=[O:35])[CH:10]=1)C1C=CC=CC=1. Product: [OH:8][C:9]1[CH:14]=[CH:13][N:12]([CH2:15][CH2:16][C:17]2[CH:33]=[CH:32][C:20]3[CH2:21][CH2:22][N:23]([C:26](=[O:31])[C:27]([F:28])([F:29])[F:30])[CH2:24][CH2:25][C:19]=3[CH:18]=2)[C:11](=[O:35])[CH:10]=1. The catalyst class is: 750. (4) Reactant: S([N:11]1[C:15]2=[N:16][CH:17]=[C:18]([CH2:20][NH:21][C:22](=[O:28])[O:23][C:24]([CH3:27])([CH3:26])[CH3:25])[N:19]=[C:14]2[CH:13]=[CH:12]1)(C1C=CC(C)=CC=1)(=O)=O.[OH-].[Na+]. Product: [N:19]1[C:18]([CH2:20][NH:21][C:22](=[O:28])[O:23][C:24]([CH3:27])([CH3:26])[CH3:25])=[CH:17][N:16]=[C:15]2[NH:11][CH:12]=[CH:13][C:14]=12. The catalyst class is: 38. (5) Reactant: [CH3:1][C:2]1[C:7]([CH2:8]O)=[C:6]([CH3:10])[CH:5]=[CH:4][N:3]=1.BrP(Br)Br.[CH3:15][C:16]1[N:21]=[C:20]([SH:22])[N:19]=[C:18]([OH:23])[CH:17]=1.C(N(CC)CC)C. Product: [CH3:1][C:2]1[C:7]([CH2:8][S:22][C:20]2[N:19]=[C:18]([OH:23])[CH:17]=[C:16]([CH3:15])[N:21]=2)=[C:6]([CH3:10])[CH:5]=[CH:4][N:3]=1. The catalyst class is: 4. (6) Reactant: [Cl:1][C:2]1[CH:3]=[C:4]([C:9](=[O:11])[CH3:10])[CH:5]=[C:6]([Cl:8])[CH:7]=1.[BH4-].[Na+]. Product: [Cl:1][C:2]1[CH:3]=[C:4]([CH:9]([OH:11])[CH3:10])[CH:5]=[C:6]([Cl:8])[CH:7]=1. The catalyst class is: 14.